From a dataset of Full USPTO retrosynthesis dataset with 1.9M reactions from patents (1976-2016). Predict the reactants needed to synthesize the given product. (1) Given the product [CH2:1]1[N:6]([CH2:7][C:8]([NH:10][CH:11]2[CH:16]3[CH2:17][C:18]4([F:38])[CH2:20][CH:12]2[CH2:13][CH:14]([CH2:19]4)[CH2:15]3)=[O:9])[CH2:5][CH2:4][N:3]([C:22]2[CH:27]=[CH:26][C:25]([C:28]([F:31])([F:30])[F:29])=[CH:24][N:23]=2)[CH2:2]1, predict the reactants needed to synthesize it. The reactants are: [CH2:1]1[N:6]([CH2:7][C:8]([NH:10][CH:11]2[CH:16]3[CH2:17][C:18]4(O)[CH2:20][CH:12]2[CH2:13][CH:14]([CH2:19]4)[CH2:15]3)=[O:9])[CH2:5][CH2:4][N:3]([C:22]2[CH:27]=[CH:26][C:25]([C:28]([F:31])([F:30])[F:29])=[CH:24][N:23]=2)[CH2:2]1.C(N(S(F)(F)[F:38])CC)C. (2) Given the product [CH2:1]([O:3][C:4](=[O:15])[NH:5][C:6]1[CH:11]=[CH:10][C:9]([F:12])=[C:8]([F:13])[C:7]=1[C:21]#[C:20][Si:16]([CH3:19])([CH3:18])[CH3:17])[CH3:2], predict the reactants needed to synthesize it. The reactants are: [CH2:1]([O:3][C:4](=[O:15])[NH:5][C:6]1[CH:11]=[CH:10][C:9]([F:12])=[C:8]([F:13])[C:7]=1I)[CH3:2].[Si:16]([C:20]#[CH:21])([CH3:19])([CH3:18])[CH3:17].[Cl-]. (3) Given the product [NH3:4].[F:1][C:2]1[CH:3]=[N:4][C:5]([O:17][C:18]2[CH:23]=[CH:22][CH:21]=[C:20]([S:24][CH3:25])[CH:19]=2)=[C:6]([CH:16]=1)[C:7]([NH:9][CH:10]1[CH2:11][CH2:12][N:13]([C:48]([CH:45]2[CH2:46][CH2:47][O:43][CH2:44]2)=[O:49])[CH2:14][CH2:15]1)=[O:8], predict the reactants needed to synthesize it. The reactants are: [F:1][C:2]1[CH:3]=[N:4][C:5]([O:17][C:18]2[CH:23]=[CH:22][CH:21]=[C:20]([S:24][CH3:25])[CH:19]=2)=[C:6]([CH:16]=1)[C:7]([NH:9][CH:10]1[CH2:15][CH2:14][NH:13][CH2:12][CH2:11]1)=[O:8].ON1C2C=CC=CC=2N=N1.CN1CCOCC1.[O:43]1[CH2:47][CH2:46][CH:45]([C:48](O)=[O:49])[CH2:44]1.Cl.CN(C)CCCN=C=NCC.